From a dataset of Catalyst prediction with 721,799 reactions and 888 catalyst types from USPTO. Predict which catalyst facilitates the given reaction. (1) Reactant: Cl.O.[OH:3][C:4]12[C:15]3[C:10](=[C:11]([N+:16]([O-:18])=[O:17])[CH:12]=[CH:13][CH:14]=3)[C:9](=[O:19])[C:8]1([OH:20])[C:7]1[CH:21]=[CH:22][C:23]([CH:25]([CH3:27])[CH3:26])=[CH:24][C:6]=1[O:5]2.[CH2:28](O)C. Product: [OH:20][C:8]12[C:9](=[O:19])[C:10]3[C:15](=[CH:14][CH:13]=[CH:12][C:11]=3[N+:16]([O-:18])=[O:17])[C:4]1([O:3][CH3:28])[O:5][C:6]1[CH:24]=[C:23]([CH:25]([CH3:27])[CH3:26])[CH:22]=[CH:21][C:7]=12. The catalyst class is: 292. (2) Reactant: O=[C:2]([C:14]1[CH:19]=[CH:18][CH:17]=[CH:16][CH:15]=1)[CH2:3][CH2:4][CH2:5][NH:6][C:7](=[O:13])[O:8][C:9]([CH3:12])([CH3:11])[CH3:10].Cl.[NH2:21][OH:22].O.O.O.C([O-])(=O)C.[Na+]. The catalyst class is: 8. Product: [OH:22][N:21]=[C:2]([C:14]1[CH:19]=[CH:18][CH:17]=[CH:16][CH:15]=1)[CH2:3][CH2:4][CH2:5][NH:6][C:7](=[O:13])[O:8][C:9]([CH3:12])([CH3:11])[CH3:10]. (3) Reactant: [C:1]([O:5][C:6]([N:8]1[CH2:11][CH2:10][C@H:9]1[C:12]([OH:14])=O)=[O:7])([CH3:4])([CH3:3])[CH3:2].[NH2:15][C:16]1[C:25]2[C:20](=[CH:21][C:22]([CH2:26][NH2:27])=[CH:23][CH:24]=2)[CH:19]=[CH:18][N:17]=1.CN(C(ON1N=NC2C=CC=CC1=2)=[N+](C)C)C.[B-](F)(F)(F)F.CN1CCOCC1. Product: [NH2:15][C:16]1[C:25]2[C:20](=[CH:21][C:22]([CH2:26][NH:27][C:12]([C@@H:9]3[CH2:10][CH2:11][N:8]3[C:6]([O:5][C:1]([CH3:2])([CH3:3])[CH3:4])=[O:7])=[O:14])=[CH:23][CH:24]=2)[CH:19]=[CH:18][N:17]=1. The catalyst class is: 3. (4) Reactant: [CH3:1][CH2:2][CH2:3][CH2:4][C:5]1[N:9]([CH2:10][C:11]2[CH:12]=[CH:13][C:14]([C:17]([OH:19])=[O:18])=[CH:15][CH:16]=2)[C:8](/[CH:20]=[C:21](/[C:28]([OH:30])=[O:29])\[CH2:22][C:23]2[S:27][CH:26]=[CH:25][CH:24]=2)=[CH:7][N:6]=1.C([O-])(=O)C.[CH3:35][S:36]([OH:39])(=[O:38])=[O:37]. Product: [CH3:1][CH2:2][CH2:3][CH2:4][C:5]1[N:9]([CH2:10][C:11]2[CH:12]=[CH:13][C:14]([C:17]([OH:19])=[O:18])=[CH:15][CH:16]=2)[C:8](/[CH:20]=[C:21](/[C:28]([OH:30])=[O:29])\[CH2:22][C:23]2[S:27][CH:26]=[CH:25][CH:24]=2)=[CH:7][N:6]=1.[CH3:35][S:36]([OH:39])(=[O:38])=[O:37]. The catalyst class is: 21. (5) Reactant: [N:1]1[C:10]2[C:5](=[CH:6][CH:7]=[CH:8][CH:9]=2)[CH:4]=[C:3]([CH2:11][CH2:12][CH2:13][C:14](=[O:16])[CH3:15])[CH:2]=1.[C:17](OCC)(=[O:23])[C:18]([O:20][CH2:21][CH3:22])=[O:19].[O-]CC.[Na+]. Product: [N:1]1[C:10]2[C:5](=[CH:6][CH:7]=[CH:8][CH:9]=2)[CH:4]=[C:3]([CH2:11][CH2:12][CH2:13][C:14](=[O:16])[CH2:15][C:17](=[O:23])[C:18]([O:20][CH2:21][CH3:22])=[O:19])[CH:2]=1. The catalyst class is: 8. (6) Reactant: [CH:1]1([O:6][C:7]2[CH:8]=[C:9]([N+:15]([O-])=O)[CH:10]=[CH:11][C:12]=2[O:13][CH3:14])[CH2:5][CH2:4][CH2:3][CH2:2]1.Cl.C(=O)(O)[O-].[Na+]. Product: [CH:1]1([O:6][C:7]2[CH:8]=[C:9]([CH:10]=[CH:11][C:12]=2[O:13][CH3:14])[NH2:15])[CH2:2][CH2:3][CH2:4][CH2:5]1. The catalyst class is: 186.